From a dataset of hERG potassium channel inhibition data for cardiac toxicity prediction from Karim et al.. Regression/Classification. Given a drug SMILES string, predict its toxicity properties. Task type varies by dataset: regression for continuous values (e.g., LD50, hERG inhibition percentage) or binary classification for toxic/non-toxic outcomes (e.g., AMES mutagenicity, cardiotoxicity, hepatotoxicity). Dataset: herg_karim. The drug is NC1=NC(c2ccncc2)(c2cccc(-c3cncnc3)c2)c2cccc(F)c21. The result is 1 (blocker).